This data is from Catalyst prediction with 721,799 reactions and 888 catalyst types from USPTO. The task is: Predict which catalyst facilitates the given reaction. (1) Reactant: [CH3:1][C:2]1[CH:3]=[CH:4][C:5]([NH:21][C:22]([C:24]2[CH:25]=[CH:26][C:27]([CH2:30][N:31]3[CH2:36][CH2:35][N:34]([CH3:37])[CH2:33][CH2:32]3)=[CH:28][CH:29]=2)=[O:23])=[CH:6][C:7]=1[NH:8][C:9]1[N:10]=[CH:11][CH:12]=[C:13]([C:15]2[CH:16]=[CH:17][CH:18]=[N:19][CH:20]=2)[N:14]=1.O.[CH3:39][S:40]([OH:43])(=[O:42])=[O:41]. Product: [CH3:1][C:2]1[CH:3]=[CH:4][C:5]([NH:21][C:22]([C:24]2[CH:29]=[CH:28][C:27]([CH2:30][N:31]3[CH2:32][CH2:33][N:34]([CH3:37])[CH2:35][CH2:36]3)=[CH:26][CH:25]=2)=[O:23])=[CH:6][C:7]=1[NH:8][C:9]1[N:10]=[CH:11][CH:12]=[C:13]([C:15]2[CH:16]=[CH:17][CH:18]=[N:19][CH:20]=2)[N:14]=1.[CH3:39][S:40]([OH:43])(=[O:42])=[O:41]. The catalyst class is: 32. (2) Reactant: [Br:1][C:2]1[C:14](=[O:15])[N:13]([CH:16]2[CH2:20][CH2:19][CH2:18][CH2:17]2)[C:5]2[N:6]=[C:7](S(C)=O)[N:8]=[CH:9][C:4]=2[C:3]=1[CH3:21].[N:22]1([C:28]2[CH:29]=[N:30][C:31]([NH2:34])=[CH:32][CH:33]=2)[CH2:27][CH2:26][CH2:25][CH2:24][CH2:23]1. Product: [Br:1][C:2]1[C:14](=[O:15])[N:13]([CH:16]2[CH2:20][CH2:19][CH2:18][CH2:17]2)[C:5]2[N:6]=[C:7]([NH:34][C:31]3[N:30]=[CH:29][C:28]([N:22]4[CH2:27][CH2:26][CH2:25][CH2:24][CH2:23]4)=[CH:33][CH:32]=3)[N:8]=[CH:9][C:4]=2[C:3]=1[CH3:21]. The catalyst class is: 11. (3) Reactant: [Br:1][C:2]1[CH:3]=[C:4]2[C:9](=[CH:10][C:11]=1[F:12])[CH:8]1[CH2:13][CH:6]([CH2:7]1)[C:5]2=O.C(=O)([O-])[O-].[Na+].[Na+].[NH2:21][OH:22].Cl. Product: [Br:1][C:2]1[CH:3]=[C:4]2[C:9](=[CH:10][C:11]=1[F:12])[CH:8]1[CH2:13][CH:6]([CH2:7]1)[C:5]2=[N:21][OH:22]. The catalyst class is: 40. (4) Reactant: [I:1][C:2]1[CH:7]=[CH:6][N:5]=[C:4]([O:8][CH3:9])[C:3]=1[C:10]1[NH:11][C:12]2[C:17]([CH:18]=1)=[CH:16][CH:15]=[C:14]([NH2:19])[CH:13]=2.[Cl:20][C:21]1[CH:22]=[C:23]([CH:27]=[CH:28][CH:29]=1)[C:24](O)=[O:25].CN(C(ON1N=NC2C=CC=NC1=2)=[N+](C)C)C.F[P-](F)(F)(F)(F)F.O. Product: [Cl:20][C:21]1[CH:22]=[C:23]([CH:27]=[CH:28][CH:29]=1)[C:24]([NH:19][C:14]1[CH:13]=[C:12]2[C:17]([CH:18]=[C:10]([C:3]3[C:4]([O:8][CH3:9])=[N:5][CH:6]=[CH:7][C:2]=3[I:1])[NH:11]2)=[CH:16][CH:15]=1)=[O:25]. The catalyst class is: 2. (5) Reactant: [Br:1][C:2]1[CH:7]=[CH:6][C:5]([NH2:8])=[C:4]([C:9]2[CH2:14][CH2:13][C:12]([CH3:16])([CH3:15])[CH2:11][CH:10]=2)[CH:3]=1.[K+].[C:18]([C:20]1[N:21]=[C:22]([C:33]([O-])=[O:34])[N:23]([CH2:25][O:26][CH2:27][CH2:28][Si:29]([CH3:32])([CH3:31])[CH3:30])[CH:24]=1)#[N:19].CCN(C(C)C)C(C)C.C1CN([P+](Br)(N2CCCC2)N2CCCC2)CC1.F[P-](F)(F)(F)(F)F. Product: [Br:1][C:2]1[CH:7]=[CH:6][C:5]([NH:8][C:33]([C:22]2[N:23]([CH2:25][O:26][CH2:27][CH2:28][Si:29]([CH3:32])([CH3:31])[CH3:30])[CH:24]=[C:20]([C:18]#[N:19])[N:21]=2)=[O:34])=[C:4]([C:9]2[CH2:14][CH2:13][C:12]([CH3:16])([CH3:15])[CH2:11][CH:10]=2)[CH:3]=1. The catalyst class is: 2. (6) Product: [ClH:46].[NH2:7][CH2:8][C:9]1[CH:10]=[C:11]([C:15]2[CH:20]=[CH:19][C:18]([O:21][C:22]3[CH:27]=[CH:26][C:25]([S:28]([NH:31][C:32]4[S:33][CH:34]=[CH:35][N:36]=4)(=[O:29])=[O:30])=[CH:24][C:23]=3[C:37]#[N:38])=[C:17]([C:39]3[N:43]([CH3:44])[N:42]=[CH:41][CH:40]=3)[CH:16]=2)[CH:12]=[CH:13][CH:14]=1. Reactant: C(OC(=O)[NH:7][CH2:8][C:9]1[CH:10]=[C:11]([C:15]2[CH:20]=[CH:19][C:18]([O:21][C:22]3[CH:27]=[CH:26][C:25]([S:28]([NH:31][C:32]4[S:33][CH:34]=[CH:35][N:36]=4)(=[O:30])=[O:29])=[CH:24][C:23]=3[C:37]#[N:38])=[C:17]([C:39]3[N:43]([CH3:44])[N:42]=[CH:41][CH:40]=3)[CH:16]=2)[CH:12]=[CH:13][CH:14]=1)(C)(C)C.[ClH:46]. The catalyst class is: 269.